From a dataset of Catalyst prediction with 721,799 reactions and 888 catalyst types from USPTO. Predict which catalyst facilitates the given reaction. Reactant: Br[C:2]1[C:11]2[C:6](=[CH:7][C:8]([F:13])=[CH:9][C:10]=2[F:12])[N:5]=[C:4]([N:14]2[CH2:19][CH2:18][CH2:17][CH2:16][C:15]2=[O:20])[C:3]=1[CH3:21].[O:22]1[CH2:27][CH2:26][N:25]([C:28]2[CH:29]=[C:30]3[NH:36][CH2:35][C:34]4([CH2:41][CH2:40][O:39][CH2:38][CH2:37]4)[C:31]3=[N:32][CH:33]=2)[CH2:24][CH2:23]1. Product: [F:12][C:10]1[CH:9]=[C:8]([F:13])[CH:7]=[C:6]2[C:11]=1[C:2]([N:36]1[C:30]3[C:31](=[N:32][CH:33]=[C:28]([N:25]4[CH2:26][CH2:27][O:22][CH2:23][CH2:24]4)[CH:29]=3)[C:34]3([CH2:41][CH2:40][O:39][CH2:38][CH2:37]3)[CH2:35]1)=[C:3]([CH3:21])[C:4]([N:14]1[CH2:19][CH2:18][CH2:17][CH2:16][C:15]1=[O:20])=[N:5]2. The catalyst class is: 11.